From a dataset of Full USPTO retrosynthesis dataset with 1.9M reactions from patents (1976-2016). Predict the reactants needed to synthesize the given product. (1) Given the product [O:13]1[CH2:12][CH2:11][O:22][CH:14]1[C:15]1[CH:16]=[C:17]([NH:21][C:8]([C:5]2[CH:4]=[CH:3][C:2]([Cl:1])=[CH:7][N:6]=2)=[O:10])[CH:18]=[CH:19][CH:20]=1, predict the reactants needed to synthesize it. The reactants are: [Cl:1][C:2]1[CH:3]=[CH:4][C:5]([C:8]([OH:10])=O)=[N:6][CH:7]=1.[CH2:11]1[O:22][CH:14]([C:15]2[CH:20]=[CH:19][CH:18]=[C:17]([NH2:21])[CH:16]=2)[O:13][CH2:12]1. (2) Given the product [Cl:1][C:2]1[C:7]([S:8]([CH3:11])(=[O:9])=[O:10])=[CH:6][C:5]([C:12]2[N:13]([C:33]([N:50]3[CH2:51][CH2:52][N:47]([CH2:46][CH2:45][C@H:43]([OH:44])[CH2:42][OH:41])[C:48](=[O:53])[CH2:49]3)=[O:34])[C@@:14]([C:26]3[CH:27]=[CH:28][C:29]([Cl:32])=[CH:30][CH:31]=3)([CH3:25])[C@@:15]([C:18]3[CH:19]=[CH:20][C:21]([Cl:24])=[CH:22][CH:23]=3)([CH3:17])[N:16]=2)=[C:4]([O:36][CH2:37][CH3:38])[CH:3]=1.[ClH:1], predict the reactants needed to synthesize it. The reactants are: [Cl:1][C:2]1[C:7]([S:8]([CH3:11])(=[O:10])=[O:9])=[CH:6][C:5]([C:12]2[N:13]([C:33](Cl)=[O:34])[C:14]([C:26]3[CH:31]=[CH:30][C:29]([Cl:32])=[CH:28][CH:27]=3)([CH3:25])[C:15]([C:18]3[CH:23]=[CH:22][C:21]([Cl:24])=[CH:20][CH:19]=3)([CH3:17])[N:16]=2)=[C:4]([O:36][CH2:37][CH3:38])[CH:3]=1.CC1(C)[O:44][C@@H:43]([CH2:45][CH2:46][N:47]2[CH2:52][CH2:51][NH:50][CH2:49][C:48]2=[O:53])[CH2:42][O:41]1. (3) Given the product [CH3:17][C:18]1[CH:23]=[CH:22][C:21]([O:24][CH2:2][CH2:3][CH2:4][CH2:5][NH2:6])=[CH:20][CH:19]=1, predict the reactants needed to synthesize it. The reactants are: Br[CH2:2][CH2:3][CH2:4][CH2:5][N:6]1C(=O)C2=CC=CC=C2C1=O.[CH3:17][C:18]1[CH:23]=[CH:22][C:21]([OH:24])=[CH:20][CH:19]=1. (4) Given the product [C:1]([O:5][C:6](=[O:25])[CH2:7][CH:8]([NH:18][C:19]([O:21][CH2:22][CH:23]=[CH2:24])=[O:20])[C:9](=[O:17])[CH2:10][C:11]1[CH:16]=[CH:15][CH:14]=[CH:13][CH:12]=1)([CH3:4])([CH3:3])[CH3:2], predict the reactants needed to synthesize it. The reactants are: [C:1]([O:5][C:6](=[O:25])[CH2:7][CH:8]([NH:18][C:19]([O:21][CH2:22][CH:23]=[CH2:24])=[O:20])[CH:9]([OH:17])[CH2:10][C:11]1[CH:16]=[CH:15][CH:14]=[CH:13][CH:12]=1)([CH3:4])([CH3:3])[CH3:2].CC(OI1(OC(C)=O)(OC(C)=O)OC(=O)C2C=CC=CC1=2)=O.[OH-].[Na+]. (5) Given the product [CH2:17]([C:12]1[CH:13]=[CH:14][CH:15]=[CH:16][C:11]=1[NH:10][C:8]([C:3]1[C:4]([CH3:7])=[N:5][S:6][C:2]=1[NH:1][C:20]1[C:29]2[C:24](=[CH:25][CH:26]=[CH:27][CH:28]=2)[N:23]=[CH:22][N:21]=1)=[O:9])[CH3:18], predict the reactants needed to synthesize it. The reactants are: [NH2:1][C:2]1[S:6][N:5]=[C:4]([CH3:7])[C:3]=1[C:8]([NH:10][C:11]1[CH:16]=[CH:15][CH:14]=[CH:13][C:12]=1[CH2:17][CH3:18])=[O:9].Cl[C:20]1[C:29]2[C:24](=[CH:25][CH:26]=[CH:27][CH:28]=2)[N:23]=[CH:22][N:21]=1.C(=O)([O-])[O-].[Cs+].[Cs+].CC1(C)C2C(=C(P(C3C=CC=CC=3)C3C=CC=CC=3)C=CC=2)OC2C(P(C3C=CC=CC=3)C3C=CC=CC=3)=CC=CC1=2. (6) Given the product [NH2:13][C:14]1[C:19]([C:20]#[N:21])=[C:18]([O:22][CH2:23][CH3:24])[N:17]=[C:16]([C:25]([NH:27][CH2:28][CH:29]2[CH2:34][CH2:33][N:32]([CH2:11][C:8]3[S:7][C:6]([C:2]4[S:1][CH:5]=[CH:4][CH:3]=4)=[N:10][CH:9]=3)[CH2:31][CH2:30]2)=[O:26])[CH:15]=1, predict the reactants needed to synthesize it. The reactants are: [S:1]1[CH:5]=[CH:4][CH:3]=[C:2]1[C:6]1[S:7][C:8]([CH:11]=O)=[CH:9][N:10]=1.[NH2:13][C:14]1[C:19]([C:20]#[N:21])=[C:18]([O:22][CH2:23][CH3:24])[N:17]=[C:16]([C:25]([NH:27][CH2:28][CH:29]2[CH2:34][CH2:33][NH:32][CH2:31][CH2:30]2)=[O:26])[CH:15]=1.C(O[BH-](OC(=O)C)OC(=O)C)(=O)C.[Na+].C(=O)(O)[O-].[Na+].